Dataset: Reaction yield outcomes from USPTO patents with 853,638 reactions. Task: Predict the reaction yield, written as a fraction of the theoretical maximum amount of product (1.0 means a 100% yield; for example, 0.34 means a 34% yield). The yield is 0.210. The product is [CH3:25][C:24]([C:21]1[CH:22]=[CH:23][C:18]([C:11]2[C:12]3[C:17](=[CH:16][CH:15]=[CH:14][CH:13]=3)[N:9]([CH2:8][C:4]3[CH:5]=[CH:6][CH:7]=[C:2]([N:33]4[CH2:38][CH2:37][O:36][CH2:35][CH2:34]4)[CH:3]=3)[C:10]=2[C:28]([OH:30])=[O:29])=[CH:19][CH:20]=1)([CH3:27])[CH3:26]. The catalyst is C1(C)C=CC=CC=1.CC([O-])=O.CC([O-])=O.[Pd+2]. The reactants are Br[C:2]1[CH:3]=[C:4]([CH2:8][N:9]2[C:17]3[C:12](=[CH:13][CH:14]=[CH:15][CH:16]=3)[C:11]([C:18]3[CH:23]=[CH:22][C:21]([C:24]([CH3:27])([CH3:26])[CH3:25])=[CH:20][CH:19]=3)=[C:10]2[C:28]([O:30]CC)=[O:29])[CH:5]=[CH:6][CH:7]=1.[NH:33]1[CH2:38][CH2:37][O:36][CH2:35][CH2:34]1.C(P(C(C)(C)C)C(C)(C)C)(C)(C)C.CC([O-])(C)C.[Na+].